Dataset: Experimentally validated miRNA-target interactions with 360,000+ pairs, plus equal number of negative samples. Task: Binary Classification. Given a miRNA mature sequence and a target amino acid sequence, predict their likelihood of interaction. (1) Result: 1 (interaction). The miRNA is hsa-miR-218-5p with sequence UUGUGCUUGAUCUAACCAUGU. The protein sequence of the target gene is MAHAASQLKKNRDLEINAEEEPEKKRKHRKRSRDRKKKSDANASYLRAARAGHLEKALDYIKNGVDINICNQNGLNALHLASKEGHVEVVSELLQREANVDAATKKGNTALHIASLAGQAEVVKVLVTNGANVNAQSQNGFTPLYMAAQENHLEVVKFLLDNGASQSLATEDGFTPLAVALQQGHDQVVSLLLENDTKGKVRLPALHIAARKDDTKAAALLLQNDNNADVESKSGFTPLHIAAHYGNINVATLLLNRAAAVDFTARNDITPLHVASKRGNANMVKLLLDRGAKIDAKTRD.... (2) The miRNA is mmu-miR-681 with sequence CAGCCUCGCUGGCAGGCAGCU. The protein sequence of the target gene is MLQIGEDVDYLLIPREVRLAGGVWRVISKPATKEAEFRERLTQFLEEEGRTLEDVARIMEKSTPHPPQPPKKPKEPRVRRRVQQMVTPPPRLVVGTYDSSNASDSEFSDFETSRDKSRQGPRRGKKVRKMPVSYLGSKFLGSDLESEDDEELVEAFLRRQEKQPSAPPARRRVNLPVPMFEDNLGPQLSKADRWREYVSQVSWGKLKRRVKGWAPRAGPGVGEARLASTAVESAGVSSAPEGTSPGDRLGNAGDVCVPQASPRRWRPKINWASFRRRRKEQTAPTGQGADIEADQGGEAA.... Result: 0 (no interaction). (3) The miRNA is hsa-miR-4311 with sequence GAAAGAGAGCUGAGUGUG. The protein sequence of the target gene is MSRRKQGNPQHLSQRELITPEADHVEAAILEEDEGLEIEEPSGLGLMVGGPDPDLLTCGQCQMNFPLGDILVFIEHKRKQCGGSLGACYDKALDKDSPPPSSRSELRKVSEPVEIGIQVTPDEDDHLLSPTKGICPKQENIAGPCRPAQLPAVAPIAASSHPHSSVITSPLRALGALPPCLPLPCCSARPVSGDGTQGEGQTEAPFGCQCQLSGKDEPSSYICTTCKQPFNSAWFLLQHAQNTHGFRIYLEPGPASSSLTPRLTIPPPLGPEAVAQSPLMNFLGDSNPFNLLRMTGPILR.... Result: 1 (interaction). (4) The miRNA is hsa-miR-7112-5p with sequence ACGGGCAGGGCAGUGCACCCUG. The protein sequence of the target gene is MFPREKTWNISFAGCGFLGVYYVGVASCLREHAPFLVANATHIYGASAGALTATALVTGVCLGEAGAKFIEVSKEARKRFLGPLHPSFNLVKIIRSFLLKVLPADSHEHASGRLGISLTRVSDGENVIISHFNSKDELIQANVCSGFIPVYCGLIPPSLQGVRYVDGGISDNLPLYELKNTITVSPFSGESDICPQDSSTNIHELRVTNTSIQFNLRNLYRLSKALFPPEPLVLREMCKQGYRDGLRFLQRNGLLNRPNPLLALPPARPHGPEDKDQAVESAQAEDYSQLPGEDHILEHL.... Result: 1 (interaction).